From a dataset of NCI-60 drug combinations with 297,098 pairs across 59 cell lines. Regression. Given two drug SMILES strings and cell line genomic features, predict the synergy score measuring deviation from expected non-interaction effect. (1) Drug 1: CC1C(C(CC(O1)OC2CC(OC(C2O)C)OC3=CC4=CC5=C(C(=O)C(C(C5)C(C(=O)C(C(C)O)O)OC)OC6CC(C(C(O6)C)O)OC7CC(C(C(O7)C)O)OC8CC(C(C(O8)C)O)(C)O)C(=C4C(=C3C)O)O)O)O. Drug 2: C1=NC2=C(N=C(N=C2N1C3C(C(C(O3)CO)O)F)Cl)N. Cell line: RXF 393. Synergy scores: CSS=30.6, Synergy_ZIP=0.621, Synergy_Bliss=-1.31, Synergy_Loewe=-1.40, Synergy_HSA=-1.96. (2) Drug 1: C1=CN(C(=O)N=C1N)C2C(C(C(O2)CO)O)O.Cl. Drug 2: C1=NC(=NC(=O)N1C2C(C(C(O2)CO)O)O)N. Cell line: MDA-MB-435. Synergy scores: CSS=13.2, Synergy_ZIP=-14.2, Synergy_Bliss=-15.7, Synergy_Loewe=-21.7, Synergy_HSA=-15.6. (3) Drug 1: C1=CC(=CC=C1CC(C(=O)O)N)N(CCCl)CCCl.Cl. Drug 2: CCN(CC)CCCC(C)NC1=C2C=C(C=CC2=NC3=C1C=CC(=C3)Cl)OC. Cell line: TK-10. Synergy scores: CSS=30.4, Synergy_ZIP=0.210, Synergy_Bliss=5.62, Synergy_Loewe=2.72, Synergy_HSA=3.82. (4) Drug 2: C1CN(CCN1C(=O)CCBr)C(=O)CCBr. Cell line: NCI-H460. Drug 1: CC1CCC2CC(C(=CC=CC=CC(CC(C(=O)C(C(C(=CC(C(=O)CC(OC(=O)C3CCCCN3C(=O)C(=O)C1(O2)O)C(C)CC4CCC(C(C4)OC)O)C)C)O)OC)C)C)C)OC. Synergy scores: CSS=38.1, Synergy_ZIP=-2.34, Synergy_Bliss=1.73, Synergy_Loewe=-1.36, Synergy_HSA=3.56. (5) Drug 1: COC1=CC(=CC(=C1O)OC)C2C3C(COC3=O)C(C4=CC5=C(C=C24)OCO5)OC6C(C(C7C(O6)COC(O7)C8=CC=CS8)O)O. Drug 2: CC=C1C(=O)NC(C(=O)OC2CC(=O)NC(C(=O)NC(CSSCCC=C2)C(=O)N1)C(C)C)C(C)C. Cell line: NCIH23. Synergy scores: CSS=84.9, Synergy_ZIP=-1.83, Synergy_Bliss=-2.14, Synergy_Loewe=-1.76, Synergy_HSA=2.96. (6) Drug 1: C1CCC(C1)C(CC#N)N2C=C(C=N2)C3=C4C=CNC4=NC=N3. Drug 2: CS(=O)(=O)C1=CC(=C(C=C1)C(=O)NC2=CC(=C(C=C2)Cl)C3=CC=CC=N3)Cl. Cell line: MOLT-4. Synergy scores: CSS=1.74, Synergy_ZIP=-2.97, Synergy_Bliss=-4.16, Synergy_Loewe=-4.96, Synergy_HSA=-4.88. (7) Drug 1: C1=C(C(=O)NC(=O)N1)F. Drug 2: C(=O)(N)NO. Cell line: KM12. Synergy scores: CSS=7.73, Synergy_ZIP=-14.0, Synergy_Bliss=-30.7, Synergy_Loewe=-43.5, Synergy_HSA=-28.9.